Dataset: Full USPTO retrosynthesis dataset with 1.9M reactions from patents (1976-2016). Task: Predict the reactants needed to synthesize the given product. Given the product [CH:1]1([C:4]2[CH:9]=[C:8]([CH:10]=[O:11])[C:7]([O:12][CH:13]([CH3:15])[CH3:14])=[CH:6][C:5]=2[C:16]2[CH:21]=[CH:20][C:19]([F:22])=[CH:18][C:17]=2[F:23])[CH2:3][CH2:2]1, predict the reactants needed to synthesize it. The reactants are: [CH:1]1([C:4]2[CH:9]=[C:8]([CH2:10][OH:11])[C:7]([O:12][CH:13]([CH3:15])[CH3:14])=[CH:6][C:5]=2[C:16]2[CH:21]=[CH:20][C:19]([F:22])=[CH:18][C:17]=2[F:23])[CH2:3][CH2:2]1.